Predict which catalyst facilitates the given reaction. From a dataset of Catalyst prediction with 721,799 reactions and 888 catalyst types from USPTO. Reactant: [NH2:1][C:2]1[CH:3]=[C:4]([N:9]2[CH2:18][C:17]3[C:12](=[N:13][C:14](SC)=[N:15][CH:16]=3)[N:11]([CH3:21])[C:10]2=[O:22])[CH:5]=[CH:6][C:7]=1[F:8]. Product: [NH2:1][C:2]1[CH:3]=[C:4]([N:9]2[CH2:18][C:17]3[C:12](=[N:13][CH:14]=[N:15][CH:16]=3)[N:11]([CH3:21])[C:10]2=[O:22])[CH:5]=[CH:6][C:7]=1[F:8]. The catalyst class is: 446.